From a dataset of Full USPTO retrosynthesis dataset with 1.9M reactions from patents (1976-2016). Predict the reactants needed to synthesize the given product. Given the product [C:13]1([CH2:19][CH2:20][CH2:21][CH2:22][O:11][C:10](=[O:12])[C@H:2]([CH2:3][C:4]2[CH:9]=[CH:8][CH:7]=[CH:6][CH:5]=2)[NH2:1])[CH:18]=[CH:17][CH:16]=[CH:15][CH:14]=1, predict the reactants needed to synthesize it. The reactants are: [NH2:1][C@H:2]([C:10]([OH:12])=[O:11])[CH2:3][C:4]1[CH:9]=[CH:8][CH:7]=[CH:6][CH:5]=1.[C:13]1([CH2:19][CH2:20][CH2:21][CH2:22]O)[CH:18]=[CH:17][CH:16]=[CH:15][CH:14]=1.Cl.O1CCOCC1.